From a dataset of Reaction yield outcomes from USPTO patents with 853,638 reactions. Predict the reaction yield, written as a fraction of the theoretical maximum amount of product (1.0 means a 100% yield; for example, 0.34 means a 34% yield). (1) The reactants are [N+:1]([C:4]1[O:8][C:7]([CH:9]=O)=[CH:6][CH:5]=1)([O-:3])=[O:2].[CH3:11][O:12][C:13]1[CH:14]=[C:15]([CH:19]=[CH:20][C:21]=1[O:22][CH3:23])[CH2:16][C:17]#[N:18]. No catalyst specified. The product is [CH3:11][O:12][C:13]1[CH:14]=[C:15](/[C:16](=[CH:9]/[C:7]2[O:8][C:4]([N+:1]([O-:3])=[O:2])=[CH:5][CH:6]=2)/[C:17]#[N:18])[CH:19]=[CH:20][C:21]=1[O:22][CH3:23]. The yield is 0.0290. (2) The reactants are N1C2C=CC=CC=2N=C1C(O[C:13]1[CH:18]=[CH:17][C:16]([CH3:19])=[CH:15][CH:14]=1)=O.[C:20](=[O:23])([O-])[O-].[K+].[K+].ClCCBr.[N:30]12[CH2:40][CH2:39][CH2:38][N:37]=[C:36]1[CH2:35][CH2:34][CH2:33][CH2:32][CH2:31]2.Cl. The catalyst is C(O)(C)C.O. The product is [CH3:19][C:16]1[CH:17]=[CH:18][C:13]([C:20]([C:36]2[N:30]([CH:40]=[CH2:39])[C:31]3[CH:32]=[CH:33][CH:34]=[CH:35][C:38]=3[N:37]=2)=[O:23])=[CH:14][CH:15]=1. The yield is 0.650. (3) The yield is 0.580. The product is [C:13]1([C:22]2[CH:23]=[CH:24][CH:25]=[CH:26][CH:27]=2)[CH:14]=[CH:15][CH:16]=[CH:17][C:18]=1[C:2]1[CH:11]=[CH:10][C:9]2[C:4](=[CH:5][CH:6]=[C:7]([Br:12])[CH:8]=2)[CH:3]=1. The reactants are Br[C:2]1[CH:11]=[CH:10][C:9]2[C:4](=[CH:5][CH:6]=[C:7]([Br:12])[CH:8]=2)[CH:3]=1.[C:13]1([C:22]2[CH:27]=[CH:26][CH:25]=[CH:24][CH:23]=2)[C:14](B(O)O)=[CH:15][CH:16]=[CH:17][CH:18]=1.C(=O)([O-])[O-].[Na+].[Na+]. The catalyst is C1(C)C=CC=CC=1. (4) The reactants are [O-:1][CH2:2][CH2:3][CH2:4][CH3:5].[O-:6][CH2:7][CH2:8][CH2:9][CH3:10].C([Sn+2]CCCC)CCC.[C:20](=O)=[O:21]. No catalyst specified. The product is [C:20](=[O:21])([O:6][CH2:7][CH2:8][CH2:9][CH3:10])[O:1][CH2:2][CH2:3][CH2:4][CH3:5]. The yield is 0.552.